Dataset: Reaction yield outcomes from USPTO patents with 853,638 reactions. Task: Predict the reaction yield, written as a fraction of the theoretical maximum amount of product (1.0 means a 100% yield; for example, 0.34 means a 34% yield). (1) The reactants are [CH3:1][O:2][C:3]([C:5]1[C:6]2[CH:7]=[CH:8][N:9]([CH:16]([CH3:18])[CH3:17])[C:10]=2[CH:11]=[C:12]([O:14]C)[CH:13]=1)=[O:4].[Cl-].[Al+3].[Cl-].[Cl-]. The catalyst is C1(C)C=CC=CC=1.O. The product is [CH3:1][O:2][C:3]([C:5]1[C:6]2[CH:7]=[CH:8][N:9]([CH:16]([CH3:18])[CH3:17])[C:10]=2[CH:11]=[C:12]([OH:14])[CH:13]=1)=[O:4]. The yield is 0.830. (2) The reactants are [CH3:1][C:2]1[N:3]=[C:4]([NH:7][CH2:8][CH2:9][NH:10]C(=O)OC(C)(C)C)[S:5][CH:6]=1.[ClH:18]. The catalyst is CC(C)=O. The product is [ClH:18].[CH3:1][C:2]1[N:3]=[C:4]([NH:7][CH2:8][CH2:9][NH2:10])[S:5][CH:6]=1. The yield is 0.890. (3) The reactants are P([O-])([O-])([O-])=O.[K+].[K+].[K+].Cl[C:10]1[CH:11]=[CH:12][C:13]2[N:19]3[CH2:20][C@H:16]([CH2:17][CH2:18]3)[N:15]([C:21]([NH:23][C:24]3[CH:29]=[N:28][CH:27]=[CH:26][N:25]=3)=[O:22])[C:14]=2[N:30]=1.[CH3:31][O:32][C:33]1[CH:38]=[C:37](B(O)O)[CH:36]=[C:35]([CH3:42])[N:34]=1.CC(C1C=C(C(C)C)C(C2C=CC=CC=2P(C2CCCCC2)C2CCCCC2)=C(C(C)C)C=1)C. The catalyst is O1CCOCC1.C1C=CC(/C=C/C(/C=C/C2C=CC=CC=2)=O)=CC=1.C1C=CC(/C=C/C(/C=C/C2C=CC=CC=2)=O)=CC=1.C1C=CC(/C=C/C(/C=C/C2C=CC=CC=2)=O)=CC=1.[Pd].[Pd].O. The product is [CH3:31][O:32][C:33]1[CH:38]=[C:37]([C:10]2[CH:11]=[CH:12][C:13]3[N:19]4[CH2:20][C@H:16]([CH2:17][CH2:18]4)[N:15]([C:21]([NH:23][C:24]4[CH:29]=[N:28][CH:27]=[CH:26][N:25]=4)=[O:22])[C:14]=3[N:30]=2)[CH:36]=[C:35]([CH3:42])[N:34]=1. The yield is 0.289.